Dataset: Full USPTO retrosynthesis dataset with 1.9M reactions from patents (1976-2016). Task: Predict the reactants needed to synthesize the given product. (1) Given the product [CH:6]1([O:7][C:8]2[CH:9]=[C:10]([CH:14]=[CH:15][CH:16]=2)[C:11]([NH:17][C@H:18]2[CH2:19][O:20][C@@H:21]3[C@@H:25]([NH:26][C:27]([CH:29]4[CH2:30][CH2:31]4)=[O:28])[CH2:24][O:23][C@H:22]23)=[O:13])[CH2:3][CH2:4][CH2:5][CH2:1]1, predict the reactants needed to synthesize it. The reactants are: [CH:1]1([CH2:6][O:7][C:8]2[CH:9]=[C:10]([CH:14]=[CH:15][CH:16]=2)[C:11]([OH:13])=O)[CH2:5][CH2:4][CH2:3]C1.[NH2:17][C@@H:18]1[C@H:22]2[O:23][CH2:24][C@H:25]([NH:26][C:27]([CH:29]3[CH2:31][CH2:30]3)=[O:28])[C@H:21]2[O:20][CH2:19]1. (2) Given the product [Cl:1][C:2]1[S:6][C:5]([C:7]([NH+:9]([O-:36])[CH2:10][C@H:11]2[O:15][C:14](=[O:16])[N:13]([C:17]3[CH:22]=[CH:21][C:20]([N:23]4[CH2:24][CH2:25][O:26][CH2:27][CH2:28]4)=[C:19]([F:29])[CH:18]=3)[CH2:12]2)=[O:8])=[CH:4][CH:3]=1, predict the reactants needed to synthesize it. The reactants are: [Cl:1][C:2]1[S:6][C:5]([C:7]([NH:9][CH2:10][C@@H:11]2[O:15][C:14](=[O:16])[N:13]([C:17]3[CH:22]=[CH:21][C:20]([N:23]4[CH2:28][CH2:27][O:26][CH2:25][CH2:24]4)=[C:19]([F:29])[CH:18]=3)[CH2:12]2)=[O:8])=[CH:4][CH:3]=1.C1C=C([O:36]O)C(C(O)=O)=C(C(O)=O)C=1. (3) Given the product [F:19][C:18]([F:21])([F:20])[C:14]1[CH:13]=[C:12]([C:2]2[CH:3]=[CH:4][C:5]3[CH2:10][CH2:9][CH2:8][CH2:7][C:6]=3[N:23]=2)[CH:17]=[CH:16][CH:15]=1, predict the reactants needed to synthesize it. The reactants are: O=[C:2]([C:12]1[CH:17]=[CH:16][CH:15]=[C:14]([C:18]([F:21])([F:20])[F:19])[CH:13]=1)[CH2:3][CH2:4][CH:5]1[CH2:10][CH2:9][CH2:8][CH2:7][C:6]1=O.Cl.[NH2:23]O.